From a dataset of Full USPTO retrosynthesis dataset with 1.9M reactions from patents (1976-2016). Predict the reactants needed to synthesize the given product. (1) Given the product [N:15]([C@@H:5]1[C:14]2[C:9](=[CH:10][CH:11]=[CH:12][CH:13]=2)[CH2:8][CH2:7][CH2:6]1)=[C:1]=[S:2], predict the reactants needed to synthesize it. The reactants are: [C:1](Cl)(Cl)=[S:2].[C@@H:5]1([NH2:15])[C:14]2[C:9](=[CH:10][CH:11]=[CH:12][CH:13]=2)[CH2:8][CH2:7][CH2:6]1.[OH-].[Na+]. (2) Given the product [C:8]([N:11]1[C:20]2[C:15](=[CH:16][C:17]([C:21]([NH2:22])=[O:23])=[CH:18][CH:19]=2)[C@H:14]([NH:24][C:25]2[CH:30]=[CH:29][C:28]([N:31]3[CH2:32][CH2:33][NH:34][CH2:35][CH2:36]3)=[CH:27][CH:26]=2)[C@@H:13]([CH3:44])[C@@H:12]1[CH:45]1[CH2:46][CH2:47]1)(=[O:10])[CH3:9], predict the reactants needed to synthesize it. The reactants are: Cl.O1CCOCC1.[C:8]([N:11]1[C:20]2[C:15](=[CH:16][C:17]([C:21](=[O:23])[NH2:22])=[CH:18][CH:19]=2)[C@H:14]([NH:24][C:25]2[CH:30]=[CH:29][C:28]([N:31]3[CH2:36][CH2:35][N:34](C(OC(C)(C)C)=O)[CH2:33][CH2:32]3)=[CH:27][CH:26]=2)[C@@H:13]([CH3:44])[C@@H:12]1[CH:45]1[CH2:47][CH2:46]1)(=[O:10])[CH3:9]. (3) Given the product [CH2:37]([C:21]1[C:22]([NH:24][C:25]2[CH:30]=[CH:29][C:28]([CH2:31][C:32]([O:34][CH2:35][CH3:36])=[O:33])=[CH:27][CH:26]=2)=[N:23][C:18]([C:16]2[S:17][C:13](/[CH:12]=[CH:11]/[CH2:10][CH2:9][OH:1])=[CH:14][CH:15]=2)=[N:19][C:20]=1[CH3:39])[CH3:38], predict the reactants needed to synthesize it. The reactants are: [O:1]([CH2:9][CH2:10]/[CH:11]=[CH:12]/[C:13]1[S:17][C:16]([C:18]2[N:23]=[C:22]([NH:24][C:25]3[CH:30]=[CH:29][C:28]([CH2:31][C:32]([O:34][CH2:35][CH3:36])=[O:33])=[CH:27][CH:26]=3)[C:21]([CH2:37][CH3:38])=[C:20]([CH3:39])[N:19]=2)=[CH:15][CH:14]=1)[Si](C(C)(C)C)(C)C.[F-].C([N+](CCCC)(CCCC)CCCC)CCC.O. (4) Given the product [Cl:1][C:2]1[CH:3]=[C:4]([NH:8][C:9]2[N:14]=[C:13]([C:15]3[C:16]([NH:21][CH2:22][CH2:23][CH2:24][NH:25][C:26](=[O:28])[CH3:27])=[N:17][CH:18]=[CH:19][CH:20]=3)[CH:12]=[CH:11][N:10]=2)[CH:5]=[CH:6][CH:7]=1, predict the reactants needed to synthesize it. The reactants are: [Cl:1][C:2]1[CH:3]=[C:4]([NH:8][C:9]2[N:14]=[C:13]([C:15]3[C:16]([NH:21][CH2:22][CH2:23][CH2:24][NH2:25])=[N:17][CH:18]=[CH:19][CH:20]=3)[CH:12]=[CH:11][N:10]=2)[CH:5]=[CH:6][CH:7]=1.[C:26](OC(=O)C)(=[O:28])[CH3:27]. (5) Given the product [I:9][C:10]1[CH:11]=[C:12]([CH:13]2[C:21]3[C:22](=[O:26])[NH:23][N:24]([CH3:25])[C:20]=3[NH:19][C:5]3[CH2:6][O:1][CH2:2][C:3](=[O:8])[C:4]2=3)[CH:15]=[CH:16][C:17]=1[CH3:18], predict the reactants needed to synthesize it. The reactants are: [O:1]1[CH2:6][C:5](=O)[CH2:4][C:3](=[O:8])[CH2:2]1.[I:9][C:10]1[CH:11]=[C:12]([CH:15]=[CH:16][C:17]=1[CH3:18])[CH:13]=O.[NH2:19][C:20]1[N:24]([CH3:25])[NH:23][C:22](=[O:26])[CH:21]=1. (6) The reactants are: C(OC(=O)N(CC1C=CC2OCCOC=2C=1)C1CCN(CC[N:16]2[C:25]3[C:20](=[CH:21][CH:22]=[CH:23][CH:24]=3)[CH:19]=[CH:18][C:17]2=[O:26])CC1)(C)(C)C.[ClH:39].C(OCC)(=O)C. Given the product [ClH:39].[NH:16]1[C:25]2[C:20](=[CH:21][CH:22]=[CH:23][CH:24]=2)[CH:19]=[CH:18][C:17]1=[O:26], predict the reactants needed to synthesize it. (7) The reactants are: [CH3:1][C@H:2]1[CH2:7][N:6]([C:8]2[C:13]([C:14]([O:16]CC)=[O:15])=[CH:12][N:11]=[C:10]([S:19][CH2:20][CH2:21][CH3:22])[N:9]=2)[CH2:5][C@@H:4]([CH3:23])[O:3]1.C(SC1N=C(SCCC)C(C(O)=O)=CN=1)CC. Given the product [CH3:23][C@H:4]1[CH2:5][N:6]([C:8]2[C:13]([C:14]([OH:16])=[O:15])=[CH:12][N:11]=[C:10]([S:19][CH2:20][CH2:21][CH3:22])[N:9]=2)[CH2:7][C@@H:2]([CH3:1])[O:3]1, predict the reactants needed to synthesize it. (8) Given the product [Cl:10][S:11]([C:4]1[CH:3]=[C:2]([CH:7]=[CH:6][CH:5]=1)[C:1]([OH:9])=[O:8])(=[O:13])=[O:12], predict the reactants needed to synthesize it. The reactants are: [C:1]([OH:9])(=[O:8])[C:2]1[CH:7]=[CH:6][CH:5]=[CH:4][CH:3]=1.[Cl:10][S:11](O)(=[O:13])=[O:12]. (9) Given the product [C:15]([O:19][C:20](=[O:31])[C:21]1[CH:26]=[CH:25][C:24]([CH:27]=[O:28])=[C:23]([S:14][CH2:7][C:8]2[CH:13]=[CH:12][CH:11]=[CH:10][CH:9]=2)[C:22]=1[F:30])([CH3:18])([CH3:16])[CH3:17], predict the reactants needed to synthesize it. The reactants are: CC(C)([O-])C.[K+].[CH2:7]([SH:14])[C:8]1[CH:13]=[CH:12][CH:11]=[CH:10][CH:9]=1.[C:15]([O:19][C:20](=[O:31])[C:21]1[CH:26]=[CH:25][C:24]([CH:27]=[O:28])=[C:23](F)[C:22]=1[F:30])([CH3:18])([CH3:17])[CH3:16].